Dataset: Catalyst prediction with 721,799 reactions and 888 catalyst types from USPTO. Task: Predict which catalyst facilitates the given reaction. (1) Reactant: C(Cl)(=O)C(Cl)=O.CS(C)=O.[CH3:11][C:12]1[CH:13]=[C:14]([CH:19]=[CH:20][C:21]=1[CH3:22])[O:15][CH2:16][CH2:17][OH:18].O. Product: [CH3:11][C:12]1[CH:13]=[C:14]([CH:19]=[CH:20][C:21]=1[CH3:22])[O:15][CH2:16][CH:17]=[O:18]. The catalyst class is: 2. (2) Product: [Cl:8][C:6]1[CH:7]=[C:2]([NH:1][S:28]([C:25]2[CH:26]=[CH:27][C:22]([C:20]#[N:21])=[C:23]([C:32]([F:33])([F:34])[F:35])[CH:24]=2)(=[O:30])=[O:29])[C:3]([C:9]([C:11]2[C:12]3[CH:19]=[CH:18][NH:17][C:13]=3[N:14]=[CH:15][CH:16]=2)=[O:10])=[N:4][CH:5]=1. Reactant: [NH2:1][C:2]1[C:3]([C:9]([C:11]2[CH:16]=[CH:15][N:14]=[C:13]3[NH:17][CH:18]=[CH:19][C:12]=23)=[O:10])=[N:4][CH:5]=[C:6]([Cl:8])[CH:7]=1.[C:20]([C:22]1[CH:27]=[CH:26][C:25]([S:28](Cl)(=[O:30])=[O:29])=[CH:24][C:23]=1[C:32]([F:35])([F:34])[F:33])#[N:21].CO.[OH-].[Na+]. The catalyst class is: 228.